From a dataset of Reaction yield outcomes from USPTO patents with 853,638 reactions. Predict the reaction yield, written as a fraction of the theoretical maximum amount of product (1.0 means a 100% yield; for example, 0.34 means a 34% yield). (1) The reactants are [OH:1][C:2]1[CH:3]=[C:4]2[C:9](=[CH:10][CH:11]=1)[CH:8]=[C:7]([C:12]1([NH:20][C:21](=[O:27])[O:22][C:23]([CH3:26])([CH3:25])[CH3:24])[CH2:17][O:16][C:15]([CH3:19])([CH3:18])[O:14][CH2:13]1)[CH:6]=[CH:5]2.[CH2:28]([O:35][CH2:36][C@@H:37]1[CH2:40][C@H:39](O)[CH2:38]1)[C:29]1[CH:34]=[CH:33][CH:32]=[CH:31][CH:30]=1.C1(P(C2C=CC=CC=2)C2C=CC=CC=2)C=CC=CC=1.N(C(OC(C)C)=O)=NC(OC(C)C)=O. The catalyst is C1COCC1. The product is [C:23]([O:22][C:21](=[O:27])[NH:20][C:12]1([C:7]2[CH:6]=[CH:5][C:4]3[C:9](=[CH:10][CH:11]=[C:2]([O:1][C@H:39]4[CH2:38][C@H:37]([CH2:36][O:35][CH2:28][C:29]5[CH:30]=[CH:31][CH:32]=[CH:33][CH:34]=5)[CH2:40]4)[CH:3]=3)[CH:8]=2)[CH2:17][O:16][C:15]([CH3:19])([CH3:18])[O:14][CH2:13]1)([CH3:26])([CH3:25])[CH3:24]. The yield is 0.450. (2) The reactants are Cl.[CH3:2][C:3]1[N:4]=[C:5]([NH:8][C:9]2[C:14]([O:15][CH2:16][C:17]3[CH:18]=[C:19]([OH:23])[CH:20]=[CH:21][CH:22]=3)=[CH:13][CH:12]=[CH:11][N:10]=2)[S:6][CH:7]=1.C(=O)([O-])[O-].[K+].[K+].Br[CH2:31][C:32]([O:34][C:35]([CH3:38])([CH3:37])[CH3:36])=[O:33].O. The catalyst is CN(C=O)C. The product is [CH3:2][C:3]1[N:4]=[C:5]([NH:8][C:9]2[C:14]([O:15][CH2:16][C:17]3[CH:18]=[C:19]([CH:20]=[CH:21][CH:22]=3)[O:23][CH2:31][C:32]([O:34][C:35]([CH3:38])([CH3:37])[CH3:36])=[O:33])=[CH:13][CH:12]=[CH:11][N:10]=2)[S:6][CH:7]=1. The yield is 0.554. (3) The product is [Cl:1][C:2]1[S:6][C:5]([CH:7]([NH2:9])[CH3:8])=[CH:4][CH:3]=1. The catalyst is C1COCC1.O. The reactants are [Cl:1][C:2]1[S:6][C:5]([CH:7]([N:9]=[N+]=[N-])[CH3:8])=[CH:4][CH:3]=1.C1(P(C2C=CC=CC=2)C2C=CC=CC=2)C=CC=CC=1. The yield is 0.750. (4) The reactants are [O:1]1[CH2:6][CH2:5][N:4]([S:7]([C:10]2[CH:19]=[CH:18][CH:17]=[CH:16][C:11]=2[C:12]([NH:14][NH2:15])=[O:13])(=[O:9])=[O:8])[CH2:3][CH2:2]1.[Cl:20][C:21]1[CH:22]=[CH:23][C:24]([OH:30])=[C:25]([C:27](=O)[CH3:28])[CH:26]=1. The catalyst is CO.C(O)(=O)C. The product is [Cl:20][C:21]1[CH:22]=[CH:23][C:24]([OH:30])=[C:25](/[C:27](=[N:15]/[NH:14][C:12](=[O:13])[C:11]2[CH:16]=[CH:17][CH:18]=[CH:19][C:10]=2[S:7]([N:4]2[CH2:5][CH2:6][O:1][CH2:2][CH2:3]2)(=[O:9])=[O:8])/[CH3:28])[CH:26]=1. The yield is 0.213. (5) The reactants are Br[C:2]1[CH:7]=[CH:6][N:5]=[C:4]([NH:8][CH2:9][CH:10]([CH3:12])[CH3:11])[CH:3]=1.[CH3:13][N:14]1[CH2:19][CH2:18][NH:17][CH2:16][CH2:15]1.CC(C1C=C(C(C)C)C(C2C=CC=CC=2P(C2CCCCC2)C2CCCCC2)=C(C(C)C)C=1)C.[Li+].C[Si]([N-][Si](C)(C)C)(C)C. The catalyst is C1COCC1.C(Cl)Cl.C1C=CC(/C=C/C(/C=C/C2C=CC=CC=2)=O)=CC=1.C1C=CC(/C=C/C(/C=C/C2C=CC=CC=2)=O)=CC=1.C1C=CC(/C=C/C(/C=C/C2C=CC=CC=2)=O)=CC=1.[Pd].[Pd]. The product is [CH2:9]([NH:8][C:4]1[CH:3]=[C:2]([N:17]2[CH2:18][CH2:19][N:14]([CH3:13])[CH2:15][CH2:16]2)[CH:7]=[CH:6][N:5]=1)[CH:10]([CH3:12])[CH3:11]. The yield is 0.340. (6) The reactants are [C:1]1([C:7]2[C:8]([C:18](O)=O)=[N:9][O:10][C:11]=2[C:12]2[CH:17]=[CH:16][CH:15]=[CH:14][CH:13]=2)[CH:6]=[CH:5][CH:4]=[CH:3][CH:2]=1.[OH:21]/[N:22]=[C:23](/[C:25]1[CH:42]=[CH:41][C:28]([CH2:29][N:30]2[CH2:33][CH:32]([C:34]([O:36][C:37]([CH3:40])([CH3:39])[CH3:38])=[O:35])[CH2:31]2)=[CH:27][CH:26]=1)\[NH2:24].C1C=CC2N(O)N=NC=2C=1.C(Cl)CCl. The catalyst is CN(C=O)C. The product is [C:1]1([C:7]2[C:8]([C:18]3[O:21][N:22]=[C:23]([C:25]4[CH:26]=[CH:27][C:28]([CH2:29][N:30]5[CH2:31][CH:32]([C:34]([O:36][C:37]([CH3:39])([CH3:38])[CH3:40])=[O:35])[CH2:33]5)=[CH:41][CH:42]=4)[N:24]=3)=[N:9][O:10][C:11]=2[C:12]2[CH:13]=[CH:14][CH:15]=[CH:16][CH:17]=2)[CH:6]=[CH:5][CH:4]=[CH:3][CH:2]=1. The yield is 0.692.